Dataset: Catalyst prediction with 721,799 reactions and 888 catalyst types from USPTO. Task: Predict which catalyst facilitates the given reaction. Reactant: [N:1]1C=CC=C[CH:2]=1.Cl[C:8]1[CH:16]=[CH:15][C:11]([C:12]([OH:14])=[O:13])=[CH:10][N:9]=1.CN.Cl. Product: [CH3:2][NH:1][C:8]1[CH:16]=[CH:15][C:11]([C:12]([OH:14])=[O:13])=[CH:10][N:9]=1. The catalyst class is: 6.